This data is from Catalyst prediction with 721,799 reactions and 888 catalyst types from USPTO. The task is: Predict which catalyst facilitates the given reaction. (1) Reactant: [F:1][C:2]1[CH:7]=[CH:6][C:5]([S:8]([N:11]2[C@H:16]([C:17]([O:19]C)=[O:18])[C@@H:15]3[C@@H:13]([C:14]3([CH3:22])[CH3:21])[CH2:12]2)(=[O:10])=[O:9])=[CH:4][CH:3]=1.O.[OH-].[Li+]. Product: [F:1][C:2]1[CH:3]=[CH:4][C:5]([S:8]([N:11]2[CH2:12][C@H:13]3[C@H:15]([C:14]3([CH3:22])[CH3:21])[C@H:16]2[C:17]([OH:19])=[O:18])(=[O:10])=[O:9])=[CH:6][CH:7]=1. The catalyst class is: 30. (2) Reactant: [CH2:1]([C:3]1[NH:4][C:5]2[C:10]([CH:11]=1)=[CH:9][CH:8]=[C:7]([O:12][CH3:13])[CH:6]=2)[CH3:2].[C:14](O[C:14]([C:16]([F:19])([F:18])[F:17])=[O:15])([C:16]([F:19])([F:18])[F:17])=[O:15].[CH3:27]I.[H-].[Na+]. Product: [CH2:1]([C:3]1[N:4]([CH3:27])[C:5]2[C:10]([C:11]=1[C:14](=[O:15])[C:16]([F:19])([F:18])[F:17])=[CH:9][CH:8]=[C:7]([O:12][CH3:13])[CH:6]=2)[CH3:2]. The catalyst class is: 1. (3) Reactant: [N:1]1([C:6]2[CH:11]=[CH:10][C:9]([OH:12])=[CH:8][CH:7]=2)[CH:5]=[N:4][N:3]=[N:2]1.[N:13]1([C:19]([O-:21])=O)[CH2:18][CH2:17][CH2:16][CH2:15][CH2:14]1.[C:39]1(P([C:35]2[CH:40]=[CH:39][CH:38]=[CH:37]C=2)[C:39]2[CH:40]=[CH:35]C=[CH:37][CH:38]=2)[CH:40]=[CH:35]C=[CH:37][CH:38]=1.N(C(OC(C)C)=O)=NC(O[CH:46]([CH3:48])[CH3:47])=O.[O:55]1[CH2:59][CH2:58][CH2:57][CH2:56]1. Product: [N:1]1([C:6]2[CH:7]=[CH:8][C:9]([O:12][CH2:35][CH2:40][C@@H:39]3[CH2:38][C@@H:37]3[CH:16]3[CH2:15][CH2:14][N:13]([C:19]([O:55][CH2:59][C:58]4[CH:48]=[CH:46][CH:47]=[CH:56][CH:57]=4)=[O:21])[CH2:18][CH2:17]3)=[CH:10][CH:11]=2)[CH:5]=[N:4][N:3]=[N:2]1. The catalyst class is: 84. (4) Reactant: [O:1]1[C:5]2[CH:6]=[CH:7][C:8]([C:10]3[CH:11]=[C:12]([CH:16]=[C:17]([O:19]CC4C=CC=CC=4)[CH:18]=3)[C:13]([OH:15])=O)=[CH:9][C:4]=2[O:3][CH2:2]1.C1CN([P+](Br)(N2CCCC2)N2CCCC2)CC1.F[P-](F)(F)(F)(F)F.[NH2:51][C:52]1[CH:57]=[CH:56][CH:55]=[CH:54][CH:53]=1.C(N(CC)CC)C. Product: [O:1]1[C:5]2[CH:6]=[CH:7][C:8]([C:10]3[CH:11]=[C:12]([CH:16]=[C:17]([OH:19])[CH:18]=3)[C:13]([NH:51][C:52]3[CH:57]=[CH:56][CH:55]=[CH:54][CH:53]=3)=[O:15])=[CH:9][C:4]=2[O:3][CH2:2]1. The catalyst class is: 4. (5) The catalyst class is: 617. Product: [CH3:6][NH:7][C:9]1[CH:14]=[CH:13][C:12]([C:15]2[N:16]=[C:17]([N:35]3[CH2:36][CH2:37][O:38][CH2:39][CH2:40]3)[C:18]3[S:23][C:22]([C:24]4[CH:29]=[CH:28][CH:27]=[C:26]([S:30]([CH3:33])(=[O:32])=[O:31])[CH:25]=4)=[C:21]([CH3:34])[C:19]=3[N:20]=2)=[CH:11][N:10]=1. Reactant: C(O[C:6](=O)[N:7]([C:9]1[CH:14]=[CH:13][C:12]([C:15]2[N:16]=[C:17]([N:35]3[CH2:40][CH2:39][O:38][CH2:37][CH2:36]3)[C:18]3[S:23][C:22]([C:24]4[CH:29]=[CH:28][CH:27]=[C:26]([S:30]([CH3:33])(=[O:32])=[O:31])[CH:25]=4)=[C:21]([CH3:34])[C:19]=3[N:20]=2)=[CH:11][N:10]=1)C)(C)(C)C. (6) Reactant: [CH2:1]([N:5]([CH2:26][CH2:27][CH2:28][CH3:29])[C:6]1[CH:11]=[CH:10][C:9]([CH:12]=[CH:13][C:14]2[C:21]([CH3:22])=[CH:20][C:17]([CH:18]=O)=[C:16]([CH3:23])[CH:15]=2)=[C:8]([O:24][CH3:25])[CH:7]=1)[CH2:2][CH2:3][CH3:4].[C:30]([C:32]1[C:33](=[C:43]([C:46]#[N:47])[C:44]#[N:45])[O:34][C:35]([CH3:42])([C:38]([F:41])([F:40])[F:39])[C:36]=1[CH3:37])#[N:31]. Product: [CH2:26]([N:5]([CH2:1][CH2:2][CH2:3][CH3:4])[C:6]1[CH:11]=[CH:10][C:9]([CH:12]=[CH:13][C:14]2[C:21]([CH3:22])=[CH:20][C:17]([CH:18]=[CH:37][C:36]3[C:35]([CH3:42])([C:38]([F:41])([F:39])[F:40])[O:34][C:33](=[C:43]([C:44]#[N:45])[C:46]#[N:47])[C:32]=3[C:30]#[N:31])=[C:16]([CH3:23])[CH:15]=2)=[C:8]([O:24][CH3:25])[CH:7]=1)[CH2:27][CH2:28][CH3:29]. The catalyst class is: 199. (7) Reactant: [F:1][C:2]([F:19])([F:18])[C:3]([N:5]1[CH2:11][C@@H:10]([CH3:12])[C:9]2[CH:13]=[C:14]([Cl:17])[CH:15]=[CH:16][C:8]=2[CH2:7][CH2:6]1)=[O:4].[B-](F)(F)(F)[F:21].[B-](F)(F)(F)F.C1[N+]2(CCl)CC[N+](F)(CC2)C1.FC(F)(F)S(O)(=O)=O.O. Product: [F:19][C:2]([F:18])([F:1])[C:3]([N:5]1[CH2:11][C@@H:10]([CH3:12])[C:9]2[C:13]([F:21])=[C:14]([Cl:17])[CH:15]=[CH:16][C:8]=2[CH2:7][CH2:6]1)=[O:4]. The catalyst class is: 26. (8) Reactant: CS(OC)(=O)=O.[NH2:7][C:8]1[N:9]=[N:10][C:11]([C:15]2[CH:20]=[CH:19][CH:18]=[C:17]([Cl:21])[C:16]=2[Cl:22])=[C:12]([NH2:14])[N:13]=1.[CH3:23]N(C)C=O. Product: [NH2:14][C:12]1[C:11]([C:15]2[CH:20]=[CH:19][CH:18]=[C:17]([Cl:21])[C:16]=2[Cl:22])=[N:10][N:9]([CH3:23])[C:8](=[NH:7])[N:13]=1. The catalyst class is: 11. (9) Reactant: [SH2:1].[CH3:2][C:3]1[CH:4]=[C:5]([CH2:12][C:13]#[N:14])[CH:6]=[CH:7][C:8]=1[N+:9]([O-:11])=[O:10]. Product: [CH3:2][C:3]1[CH:4]=[C:5]([CH2:12][C:13]([NH2:14])=[S:1])[CH:6]=[CH:7][C:8]=1[N+:9]([O-:11])=[O:10]. The catalyst class is: 17. (10) Reactant: [H-].[Na+].[Cl-].C[Si](C)(C)CC[O:8]C[P+](C1C=CC=CC=1)(C1C=CC=CC=1)C1C=CC=CC=1.[CH2:31]([O:33][C:34]([C:36]1[C:40](C=O)=[C:39](C2C=CC(Cl)=CC=2)[N:38]([C:50]2[CH:55]=[CH:54][CH:53]=[CH:52][C:51]=2[Cl:56])[N:37]=1)=[O:35])[CH3:32].[Cl-].[NH4+]. Product: [CH2:31]([O:33][C:34]([C:36]1[CH:40]=[C:39]([OH:8])[N:38]([C:50]2[CH:55]=[CH:54][CH:53]=[CH:52][C:51]=2[Cl:56])[N:37]=1)=[O:35])[CH3:32]. The catalyst class is: 16.